Task: Predict the product of the given reaction.. Dataset: Forward reaction prediction with 1.9M reactions from USPTO patents (1976-2016) (1) Given the reactants [OH:1][C:2]1[C:3]([C:14]([O:16][CH3:17])=[O:15])=[N:4][C:5]([C:9]2[S:10][CH:11]=[CH:12][CH:13]=2)=[N:6][C:7]=1[OH:8].N1C=CC=CC=1.[C:24](Cl)(=[O:31])[C:25]1[CH:30]=[CH:29][CH:28]=[CH:27][CH:26]=1.Cl, predict the reaction product. The product is: [C:24]([O:1][C:2]1[C:3]([C:14]([O:16][CH3:17])=[O:15])=[N:4][C:5]([C:9]2[S:10][CH:11]=[CH:12][CH:13]=2)=[N:6][C:7]=1[OH:8])(=[O:31])[C:25]1[CH:30]=[CH:29][CH:28]=[CH:27][CH:26]=1. (2) The product is: [Si:1]([O:8][C:9]1[CH:17]=[C:16]2[C:12]([C:13]([I:18])=[N:14][N:15]2[CH2:26][C:27]([O:29][C:30]([CH3:33])([CH3:32])[CH3:31])=[O:28])=[CH:11][CH:10]=1)([C:4]([CH3:7])([CH3:5])[CH3:6])([CH3:3])[CH3:2]. Given the reactants [Si:1]([O:8][C:9]1[CH:17]=[C:16]2[C:12]([C:13]([I:18])=[N:14][NH:15]2)=[CH:11][CH:10]=1)([C:4]([CH3:7])([CH3:6])[CH3:5])([CH3:3])[CH3:2].C(=O)([O-])[O-].[K+].[K+].Br[CH2:26][C:27]([O:29][C:30]([CH3:33])([CH3:32])[CH3:31])=[O:28].O, predict the reaction product. (3) Given the reactants [CH3:1][C:2]1[CH:7]=[CH:6][C:5]([C:8]2[O:9][C:10]([CH3:13])=[N:11][N:12]=2)=[CH:4][C:3]=1[C:14]1[CH:19]=[CH:18][C:17]([C:20](O)=[O:21])=[CH:16][CH:15]=1.[Cl:23][C:24]1[CH:31]=[CH:30][C:27]([CH2:28][NH2:29])=[CH:26][CH:25]=1, predict the reaction product. The product is: [Cl:23][C:24]1[CH:31]=[CH:30][C:27]([CH2:28][NH:29][C:20]([C:17]2[CH:18]=[CH:19][C:14]([C:3]3[CH:4]=[C:5]([C:8]4[O:9][C:10]([CH3:13])=[N:11][N:12]=4)[CH:6]=[CH:7][C:2]=3[CH3:1])=[CH:15][CH:16]=2)=[O:21])=[CH:26][CH:25]=1. (4) Given the reactants [CH3:1][C:2]1[CH:3]=[C:4]([CH:7]=[CH:8][C:9]=1[OH:10])[CH:5]=O.C([O-])(=O)C.[NH4+].[N+:16]([CH3:19])([O-:18])=[O:17], predict the reaction product. The product is: [CH3:1][C:2]1[CH:3]=[C:4]([CH:5]=[CH:19][N+:16]([O-:18])=[O:17])[CH:7]=[CH:8][C:9]=1[OH:10]. (5) Given the reactants Br[C:2]1[N:7]=[C:6]([N:8]2[CH2:13][CH2:12][CH:11]([CH2:14][CH2:15][N:16]3[C:20](=[O:21])[CH2:19][O:18][C:17]3=[O:22])[CH2:10][CH2:9]2)[CH:5]=[CH:4][CH:3]=1.Br[Zn][CH2:25][CH:26]([CH3:28])[CH3:27].O.C(OCC)(=O)C, predict the reaction product. The product is: [CH2:25]([C:2]1[N:7]=[C:6]([N:8]2[CH2:13][CH2:12][CH:11]([CH2:14][CH2:15][N:16]3[C:20](=[O:21])[CH2:19][O:18][C:17]3=[O:22])[CH2:10][CH2:9]2)[CH:5]=[CH:4][CH:3]=1)[CH:26]([CH3:28])[CH3:27]. (6) Given the reactants [Cl:1][C:2]1[N:3]=[N:4][C:5](Cl)=[CH:6][CH:7]=1.[H-].[NH2:10][NH2:11], predict the reaction product. The product is: [Cl:1][C:2]1[N:3]=[N:4][C:5]([NH:10][NH2:11])=[CH:6][CH:7]=1. (7) The product is: [Br:1][C:2]1[CH:7]=[CH:6][C:5]([C:11]#[N:12])=[N:4][C:3]=1[CH3:9]. Given the reactants [Br:1][C:2]1[C:3]([CH3:9])=[N:4][C:5](I)=[CH:6][CH:7]=1.[Cu](C#N)[C:11]#[N:12].[C-]#N.[Na+].[OH-].[NH4+], predict the reaction product.